Dataset: Reaction yield outcomes from USPTO patents with 853,638 reactions. Task: Predict the reaction yield, written as a fraction of the theoretical maximum amount of product (1.0 means a 100% yield; for example, 0.34 means a 34% yield). (1) The reactants are [Cl:1][C:2]1[CH:3]=[C:4]2[C:9](=[CH:10][C:11]=1[O:12][C:13]1[CH:18]=[CH:17][C:16]([C:19](=[O:32])[NH:20][C:21]3[CH:30]=[N:29][C:28]4[C:23](=[CH:24][CH:25]=[C:26]([Cl:31])[CH:27]=4)[N:22]=3)=[CH:15][CH:14]=1)[O:8][CH2:7][CH2:6][CH:5]2[C:33]([O:35]CC)=[O:34].[OH-].[Na+].C(O)C. The yield is 0.821. The catalyst is C1COCC1.C(OCC)(=O)C.Cl. The product is [Cl:1][C:2]1[CH:3]=[C:4]2[C:9](=[CH:10][C:11]=1[O:12][C:13]1[CH:14]=[CH:15][C:16]([C:19](=[O:32])[NH:20][C:21]3[CH:30]=[N:29][C:28]4[C:23](=[CH:24][CH:25]=[C:26]([Cl:31])[CH:27]=4)[N:22]=3)=[CH:17][CH:18]=1)[O:8][CH2:7][CH2:6][CH:5]2[C:33]([OH:35])=[O:34]. (2) The reactants are [CH3:1][O:2][C:3](=[O:25])[C:4]1[C:9]([N+:10]([O-:12])=[O:11])=[CH:8][CH:7]=[C:6]([NH:13]C(=O)C)[C:5]=1[C:17]#[C:18][C:19]1[CH:24]=[CH:23][CH:22]=[CH:21][CH:20]=1.C(OCC)(=O)C. The catalyst is CN(C)C=O.O1CCOCC1.[Cu](I)I. The product is [CH3:1][O:2][C:3]([C:4]1[C:5]2[CH:17]=[C:18]([C:19]3[CH:24]=[CH:23][CH:22]=[CH:21][CH:20]=3)[NH:13][C:6]=2[CH:7]=[CH:8][C:9]=1[N+:10]([O-:12])=[O:11])=[O:25]. The yield is 0.860.